Dataset: Full USPTO retrosynthesis dataset with 1.9M reactions from patents (1976-2016). Task: Predict the reactants needed to synthesize the given product. (1) Given the product [Cl:22][C:16]1[C:17]([Cl:21])=[CH:18][CH:19]=[CH:20][C:15]=1[N:14]1[C:10]([NH:9][CH2:8][C:7]2[C:2]([C:29]3[CH:30]=[CH:31][C:26]([O:25][CH2:23][CH3:24])=[CH:27][CH:28]=3)=[N:3][CH:4]=[CH:5][CH:6]=2)=[N:11][N:12]=[N:13]1, predict the reactants needed to synthesize it. The reactants are: Br[C:2]1[C:7]([CH2:8][NH:9][C:10]2[N:14]([C:15]3[CH:20]=[CH:19][CH:18]=[C:17]([Cl:21])[C:16]=3[Cl:22])[N:13]=[N:12][N:11]=2)=[CH:6][CH:5]=[CH:4][N:3]=1.[CH2:23]([O:25][C:26]1[CH:31]=[CH:30][C:29](B(O)O)=[CH:28][CH:27]=1)[CH3:24]. (2) Given the product [Cl:8][C:4]1[CH:5]=[N:6][CH:7]=[C:2]([C:13]2[CH:14]=[CH:15][C:10]([Cl:9])=[CH:11][CH:12]=2)[N:3]=1, predict the reactants needed to synthesize it. The reactants are: Cl[C:2]1[CH:7]=[N:6][CH:5]=[C:4]([Cl:8])[N:3]=1.[Cl:9][C:10]1[CH:15]=[CH:14][C:13](B(O)O)=[CH:12][CH:11]=1.C(=O)([O-])[O-].[K+].[K+]. (3) The reactants are: Br[C:2]1[CH:11]=[C:10]2[C:5]([C:6](=[O:21])[CH:7]=[C:8]([C:12]3[N:17]=[CH:16][N:15]4[CH:18]=[CH:19][CH:20]=[C:14]4[CH:13]=3)[O:9]2)=[CH:4][CH:3]=1.[OH:22][C:23]1[CH:24]=[C:25]([C:29]#[CH:30])[CH:26]=[CH:27][CH:28]=1. Given the product [OH:22][C:23]1[CH:24]=[C:25]([C:29]#[C:30][C:2]2[CH:11]=[C:10]3[C:5]([C:6](=[O:21])[CH:7]=[C:8]([C:12]4[N:17]=[CH:16][N:15]5[CH:18]=[CH:19][CH:20]=[C:14]5[CH:13]=4)[O:9]3)=[CH:4][CH:3]=2)[CH:26]=[CH:27][CH:28]=1, predict the reactants needed to synthesize it. (4) Given the product [Cl:22][C:23]1[CH:24]=[C:25]([C:33]2[O:35][N:55]=[C:38]([C:39]3[CH:47]=[C:46]4[C:42]([C:43]([CH2:48][CH2:49][C:50]([O:52][CH2:53][CH3:54])=[O:51])=[CH:44][NH:45]4)=[CH:41][CH:40]=3)[N:37]=2)[CH:26]=[N:27][C:28]=1[O:29][CH:30]([CH3:31])[CH3:32], predict the reactants needed to synthesize it. The reactants are: CCN=C=NCCCN(C)C.C1C=CC2N(O)N=NC=2C=1.[Cl:22][C:23]1[CH:24]=[C:25]([C:33]([OH:35])=O)[CH:26]=[N:27][C:28]=1[O:29][CH:30]([CH3:32])[CH3:31].O[NH:37]/[C:38](=[N:55]\[H])/[C:39]1[CH:47]=[C:46]2[C:42]([C:43]([CH2:48][CH2:49][C:50]([O:52][CH2:53][CH3:54])=[O:51])=[CH:44][NH:45]2)=[CH:41][CH:40]=1.CCCC[N+](CCCC)(CCCC)CCCC.[F-]. (5) Given the product [C:36]([C:35]1[CH:39]=[CH:40][C:32]([C:9]2[CH:10]=[CH:11][C:12]3[O:16][C:15]([CH:17]4[CH2:22][CH2:21][N:20]([C:23]([O:25][CH:26]([CH3:27])[CH3:28])=[O:24])[CH2:19][CH2:18]4)=[N:14][C:13]=3[CH:29]=2)=[C:33]([Cl:41])[CH:34]=1)(=[O:37])[NH2:38], predict the reactants needed to synthesize it. The reactants are: CC1(C)C(C)(C)OB([C:9]2[CH:10]=[CH:11][C:12]3[O:16][C:15]([CH:17]4[CH2:22][CH2:21][N:20]([C:23]([O:25][CH:26]([CH3:28])[CH3:27])=[O:24])[CH2:19][CH2:18]4)=[N:14][C:13]=3[CH:29]=2)O1.Br[C:32]1[CH:40]=[CH:39][C:35]([C:36]([NH2:38])=[O:37])=[CH:34][C:33]=1[Cl:41]. (6) The reactants are: C([CH:3](Br)[C:4](=O)[C:5]([O-:7])=[O:6])C.[Br:10][C:11]1[CH:12]=[CH:13][C:14]([NH2:17])=[N:15][CH:16]=1.Cl[CH2:19][CH2:20]Cl.C(O)C. Given the product [CH2:19]([O:7][C:5]([C:4]1[N:17]=[C:14]2[CH:13]=[CH:12][C:11]([Br:10])=[CH:16][N:15]2[CH:3]=1)=[O:6])[CH3:20], predict the reactants needed to synthesize it.